This data is from Forward reaction prediction with 1.9M reactions from USPTO patents (1976-2016). The task is: Predict the product of the given reaction. (1) Given the reactants Cl[C:2]1[C:7]2[CH2:8][NH:9][C:10](=[O:11])[C:6]=2[CH:5]=[C:4]([Cl:12])[N:3]=1.C(N(CC)CC)C.Cl.[N:21]1[N:22]=[CH:23][N:24]2[CH2:29][CH2:28][NH:27][CH2:26][C:25]=12, predict the reaction product. The product is: [Cl:12][C:4]1[N:3]=[C:2]([N:27]2[CH2:28][CH2:29][N:24]3[CH:23]=[N:22][N:21]=[C:25]3[CH2:26]2)[C:7]2[CH2:8][NH:9][C:10](=[O:11])[C:6]=2[CH:5]=1. (2) Given the reactants [NH2:1][C:2]1[CH2:6][CH2:5][CH2:4][C:3]=1[C:7]#[N:8].[S:9](Cl)(=[O:12])(=[O:11])[NH2:10], predict the reaction product. The product is: [S:9]([NH:1][C:2]1[CH2:6][CH2:5][CH2:4][C:3]=1[C:7]#[N:8])(=[O:12])(=[O:11])[NH2:10]. (3) Given the reactants [C:1]([O:5][C:6](=[O:15])[NH:7][C@H:8]1[CH2:13][CH2:12][C@@H:11]([OH:14])[CH2:10][CH2:9]1)([CH3:4])([CH3:3])[CH3:2].N(C(N1CCCCC1)=O)=NC(N1CCCCC1)=O.C(P(CCCC)CCCC)CCC.[F:47][C:48]([F:57])([C:51]1[CH:56]=[CH:55][CH:54]=[CH:53][CH:52]=1)[CH2:49]O, predict the reaction product. The product is: [C:1]([O:5][C:6](=[O:15])[NH:7][C@H:8]1[CH2:9][CH2:10][C@H:11]([O:14][CH2:49][C:48]([F:57])([F:47])[C:51]2[CH:56]=[CH:55][CH:54]=[CH:53][CH:52]=2)[CH2:12][CH2:13]1)([CH3:4])([CH3:2])[CH3:3].